This data is from Catalyst prediction with 721,799 reactions and 888 catalyst types from USPTO. The task is: Predict which catalyst facilitates the given reaction. (1) Reactant: O[CH2:2][C:3]1[C:4]([CH3:17])=[C:5]([NH:9][C:10]([C:12]2[S:13][CH:14]=[CH:15][CH:16]=2)=[NH:11])[CH:6]=[CH:7][CH:8]=1.S(Cl)([Cl:20])=O.C(OCC)C. Product: [ClH:20].[Cl:20][CH2:2][C:3]1[C:4]([CH3:17])=[C:5]([NH:9][C:10]([C:12]2[S:13][CH:14]=[CH:15][CH:16]=2)=[NH:11])[CH:6]=[CH:7][CH:8]=1. The catalyst class is: 4. (2) Reactant: [Cl:1][C:2]1[C:14]2[C:13]3[C:8](=[CH:9][CH:10]=[C:11]4[CH:18]=[C:17]([O:19]C)[CH:16]=[CH:15][C:12]4=3)[NH:7][C:6]=2[C:5]([CH2:21][CH3:22])=[CH:4][N:3]=1.Cl. Product: [Cl:1][C:2]1[C:14]2[C:13]3[C:8](=[CH:9][CH:10]=[C:11]4[CH:18]=[C:17]([OH:19])[CH:16]=[CH:15][C:12]4=3)[NH:7][C:6]=2[C:5]([CH2:21][CH3:22])=[CH:4][N:3]=1. The catalyst class is: 572. (3) Reactant: [C:1]([O:5][C:6]([N:8]1[CH2:17][CH2:16][C:15]2[C:10](=[CH:11][CH:12]=[CH:13][CH:14]=2)[CH2:9]1)=[O:7])([CH3:4])([CH3:3])[CH3:2].C(=O)([O-])[O-].[Cs+].[Cs+].[CH3:24][N:25](C)[CH:26]=[O:27].ClC1[CH:38]=[CH:37][C:33]([C:34]([NH2:36])=[O:35])=CN=1. Product: [C:1]([O:5][C:6]([N:8]1[CH2:17][CH2:16][C:15]2[C:10](=[CH:11][CH:12]=[CH:13][C:14]=2[O:27][C:26]2[CH:38]=[CH:37][C:33]([C:34](=[O:35])[NH2:36])=[CH:24][N:25]=2)[CH2:9]1)=[O:7])([CH3:4])([CH3:2])[CH3:3]. The catalyst class is: 170. (4) Reactant: [C:1]([O:5][C@@H:6]([C:12]1[C:13]([CH3:34])=[N:14][C:15]([CH3:33])=[C:16]([C:26]2[CH:31]=[CH:30][C:29](O)=[CH:28][CH:27]=2)[C:17]=1[N:18]1[CH2:23][CH2:22][C:21]([CH3:25])([CH3:24])[CH2:20][CH2:19]1)[C:7]([O:9]CC)=[O:8])([CH3:4])([CH3:3])[CH3:2].[CH3:35][C:36]1[S:40][C:39]([CH2:41][CH2:42][OH:43])=[CH:38][CH:37]=1.C1C=CC(P(C2C=CC=CC=2)C2C=CC=CC=2)=CC=1.CC(OC(/N=N/C(OC(C)C)=O)=O)C.[OH-].[Na+]. Product: [C:1]([O:5][C@@H:6]([C:12]1[C:13]([CH3:34])=[N:14][C:15]([CH3:33])=[C:16]([C:26]2[CH:27]=[CH:28][C:29]([O:43][CH2:42][CH2:41][C:39]3[S:40][C:36]([CH3:35])=[CH:37][CH:38]=3)=[CH:30][CH:31]=2)[C:17]=1[N:18]1[CH2:19][CH2:20][C:21]([CH3:25])([CH3:24])[CH2:22][CH2:23]1)[C:7]([OH:9])=[O:8])([CH3:4])([CH3:2])[CH3:3]. The catalyst class is: 36. (5) Reactant: [H-].[Na+].[Br:3][C:4]1[CH:5]=[C:6]([C:10]([OH:13])([CH3:12])[CH3:11])[CH:7]=[N:8][CH:9]=1.I[CH3:15]. Product: [Br:3][C:4]1[CH:9]=[N:8][CH:7]=[C:6]([C:10]([O:13][CH3:15])([CH3:11])[CH3:12])[CH:5]=1. The catalyst class is: 3. (6) Reactant: [CH3:1][C:2]([C:8]1[CH:13]=[CH:12][C:11]([N+:14]([O-])=O)=[CH:10][CH:9]=1)([CH3:7])[C:3]([O:5][CH3:6])=[O:4].[H][H]. Product: [NH2:14][C:11]1[CH:10]=[CH:9][C:8]([C:2]([CH3:7])([CH3:1])[C:3]([O:5][CH3:6])=[O:4])=[CH:13][CH:12]=1. The catalyst class is: 19. (7) Reactant: [F:1][C:2]1[CH:3]=[C:4]([C:8]2[CH:16]=[CH:15][C:11]([C:12]([OH:14])=O)=[CH:10][N:9]=2)[CH:5]=[CH:6][CH:7]=1.[C:17]([O:21][C:22](=[O:31])[NH:23][C@H:24]1[CH2:29][CH2:28][CH2:27][C@@H:26]([NH2:30])[CH2:25]1)([CH3:20])([CH3:19])[CH3:18]. Product: [C:17]([O:21][C:22](=[O:31])[NH:23][C@H:24]1[CH2:29][CH2:28][CH2:27][C@@H:26]([NH:30][C:12]([C:11]2[CH:10]=[N:9][C:8]([C:4]3[CH:5]=[CH:6][CH:7]=[C:2]([F:1])[CH:3]=3)=[CH:16][CH:15]=2)=[O:14])[CH2:25]1)([CH3:20])([CH3:18])[CH3:19]. The catalyst class is: 9.